This data is from Catalyst prediction with 721,799 reactions and 888 catalyst types from USPTO. The task is: Predict which catalyst facilitates the given reaction. (1) Reactant: Br[C:2]1[S:3][C:4]([C:7]2[CH:12]=[CH:11][C:10]([O:13][CH3:14])=[CH:9][CH:8]=2)=[CH:5][CH:6]=1.[CH3:15][O:16][C:17]1[CH:18]=[C:19](B(O)O)[CH:20]=[CH:21][CH:22]=1. Product: [CH3:15][O:16][C:17]1[CH:22]=[C:21]([C:2]2[S:3][C:4]([C:7]3[CH:12]=[CH:11][C:10]([O:13][CH3:14])=[CH:9][CH:8]=3)=[CH:5][CH:6]=2)[CH:20]=[CH:19][CH:18]=1. The catalyst class is: 195. (2) Reactant: [N:1]1([CH2:6][C:7]2[CH:16]=[CH:15][C:14]3[C:9](=[CH:10][CH:11]=[C:12]([NH:17]C(=O)C)[CH:13]=3)[N:8]=2)[CH2:5][CH2:4][CH2:3][CH2:2]1. Product: [N:1]1([CH2:6][C:7]2[CH:16]=[CH:15][C:14]3[C:9](=[CH:10][CH:11]=[C:12]([NH2:17])[CH:13]=3)[N:8]=2)[CH2:5][CH2:4][CH2:3][CH2:2]1. The catalyst class is: 33. (3) Reactant: [CH:1]1[C:10]2[C:5](=[CH:6][CH:7]=[CH:8][CH:9]=2)[CH:4]=[CH:3][C:2]=1[NH:11][C:12]([C:14]([O:16]CC)=[O:15])=[O:13].[OH-].[Li+:20]. Product: [CH:1]1[C:10]2[C:5](=[CH:6][CH:7]=[CH:8][CH:9]=2)[CH:4]=[CH:3][C:2]=1[NH:11][C:12]([C:14]([O:16][Li:20])=[O:15])=[O:13]. The catalyst class is: 193. (4) Reactant: [CH2:1]([N:8]1[CH2:13][CH2:12][NH:11][CH2:10][CH2:9]1)[C:2]1[CH:7]=[CH:6][CH:5]=[CH:4][CH:3]=1.I.[CH3:15][NH:16][C:17](=[NH:20])SC.Br[C:22](=[CH:25][O:26]C(C)C)[CH:23]=O.C([O-])([O-])=O.[K+].[K+].C1OCCOCCOCCOCCOCCOC1. Product: [CH2:1]([N:8]1[CH2:13][CH2:12][N:11]([C:17]2[N:16]([CH3:15])[C:22]([CH:25]=[O:26])=[CH:23][N:20]=2)[CH2:10][CH2:9]1)[C:2]1[CH:3]=[CH:4][CH:5]=[CH:6][CH:7]=1. The catalyst class is: 23. (5) Reactant: Br[C:2]1[O:6][C:5]([CH3:7])=[C:4]([CH:8]=[O:9])[CH:3]=1.[CH3:10][C:11]1[C:15](B(O)O)=[C:14]([CH3:19])[O:13][N:12]=1.C(=O)([O-])[O-].[Na+].[Na+].COCCOC. Product: [CH3:10][C:11]1[C:15]([C:2]2[O:6][C:5]([CH3:7])=[C:4]([CH:8]=[O:9])[CH:3]=2)=[C:14]([CH3:19])[O:13][N:12]=1. The catalyst class is: 103. (6) Reactant: [CH2:1]([P:3]([O-:9])[O:4][CH2:5][CH2:6][CH2:7][CH3:8])[CH3:2].[CH:10](=[O:13])[CH:11]=[CH2:12]. Product: [CH2:1]([P:3]([CH2:12][CH2:11][CH:10]=[O:13])(=[O:9])[O:4][CH2:5][CH2:6][CH2:7][CH3:8])[CH3:2]. The catalyst class is: 11. (7) Reactant: [N+:1]([C:4]1[CH:5]=[C:6]2[C:10](=[CH:11][CH:12]=1)[NH:9][CH2:8][CH2:7]2)([O-:3])=[O:2].N1C=CC=CC=1.[CH2:19]([O:26][C:27]1[C:35]([Cl:36])=[CH:34][C:30]([C:31](Cl)=[O:32])=[CH:29][C:28]=1[Cl:37])[C:20]1[CH:25]=[CH:24][CH:23]=[CH:22][CH:21]=1. Product: [CH2:19]([O:26][C:27]1[C:28]([Cl:37])=[CH:29][C:30]([C:31]([N:9]2[C:10]3[C:6](=[CH:5][C:4]([N+:1]([O-:3])=[O:2])=[CH:12][CH:11]=3)[CH2:7][CH2:8]2)=[O:32])=[CH:34][C:35]=1[Cl:36])[C:20]1[CH:21]=[CH:22][CH:23]=[CH:24][CH:25]=1. The catalyst class is: 2.